From a dataset of Forward reaction prediction with 1.9M reactions from USPTO patents (1976-2016). Predict the product of the given reaction. (1) The product is: [CH3:13][C:10]1[CH:11]=[CH:12][C:7]([C:4]2[NH:5][N:6]=[C:2]([CH3:1])[CH:3]=2)=[CH:8][C:9]=1[NH2:14]. Given the reactants [CH3:1][C:2]1[NH:6][N:5]=[C:4]([C:7]2[CH:12]=[CH:11][C:10]([CH3:13])=[C:9]([N+:14]([O-])=O)[CH:8]=2)[CH:3]=1, predict the reaction product. (2) Given the reactants [F:1][C:2]1[CH:9]=[CH:8][CH:7]=[C:6](I)[C:3]=1[C:4]#[N:5].C([Li])CCC.[Br:16][C:17]1[CH:18]=[C:19]2[C:26](=[CH:27][CH:28]=1)[O:25][CH2:24][C:21]1([CH2:23][CH2:22]1)[C:20]2=[N:29]S(C(C)(C)C)=O.[NH4+].[Cl-], predict the reaction product. The product is: [Br:16][C:17]1[CH:18]=[C:19]2[C:20]3([C:6]4[C:3](=[C:2]([F:1])[CH:9]=[CH:8][CH:7]=4)[C:4]([NH2:5])=[N:29]3)[C:21]3([CH2:22][CH2:23]3)[CH2:24][O:25][C:26]2=[CH:27][CH:28]=1. (3) Given the reactants C([O:3][C:4]([C:6]1[C:7]([CH:16]([F:18])[F:17])=[N:8][N:9]([CH3:15])[C:10]=1[C:11]([F:14])([F:13])[F:12])=[O:5])C.[OH-].[Na+], predict the reaction product. The product is: [CH3:15][N:9]1[C:10]([C:11]([F:12])([F:13])[F:14])=[C:6]([C:4]([OH:5])=[O:3])[C:7]([CH:16]([F:18])[F:17])=[N:8]1.